From a dataset of Full USPTO retrosynthesis dataset with 1.9M reactions from patents (1976-2016). Predict the reactants needed to synthesize the given product. (1) Given the product [F:31][C:32]1[CH:37]=[CH:36][CH:35]=[CH:34][C:33]=1[C:7]1[C:12]2[O:13][CH:14]([CH2:17][O:18][S:19]([C:22]3[CH:23]=[CH:24][C:25]([CH3:28])=[CH:26][CH:27]=3)(=[O:20])=[O:21])[CH2:15][O:16][C:11]=2[CH:10]=[CH:9][CH:8]=1, predict the reactants needed to synthesize it. The reactants are: FC(F)(F)S(O[C:7]1[C:12]2[O:13][CH:14]([CH2:17][O:18][S:19]([C:22]3[CH:27]=[CH:26][C:25]([CH3:28])=[CH:24][CH:23]=3)(=[O:21])=[O:20])[CH2:15][O:16][C:11]=2[CH:10]=[CH:9][CH:8]=1)(=O)=O.[F:31][C:32]1[CH:37]=[CH:36][CH:35]=[CH:34][C:33]=1B(O)O. (2) Given the product [CH2:1]([O:3][C:4]([CH:6]1[CH2:10][CH2:9][S:8](=[O:11])(=[O:12])[N:7]1[CH2:20][C:21]1[N:22]=[C:23]([CH2:26][O:27][C:28]2[CH:33]=[CH:32][C:31]([C:34]3[CH:39]=[C:38]([F:40])[C:37]([F:41])=[CH:36][C:35]=3[F:42])=[CH:30][CH:29]=2)[S:24][CH:25]=1)=[O:5])[CH3:2], predict the reactants needed to synthesize it. The reactants are: [CH2:1]([O:3][C:4]([CH:6]1[CH2:10][CH2:9][S:8](=[O:12])(=[O:11])[NH:7]1)=[O:5])[CH3:2].C(=O)([O-])[O-].[K+].[K+].I[CH2:20][C:21]1[N:22]=[C:23]([CH2:26][O:27][C:28]2[CH:33]=[CH:32][C:31]([C:34]3[CH:39]=[C:38]([F:40])[C:37]([F:41])=[CH:36][C:35]=3[F:42])=[CH:30][CH:29]=2)[S:24][CH:25]=1. (3) The reactants are: C[N:2]([CH3:20])/[CH:3]=[CH:4]/[C:5]([CH:7]1[CH2:13][CH:12]2[N:14]([C:15]([O:17][CH2:18][CH3:19])=[O:16])[CH:9]([CH2:10][CH2:11]2)[CH2:8]1)=O.[N:21]1[CH:26]=[CH:25][C:24]([C:27]2[CH:31]=C(N)[NH:29][N:28]=2)=[CH:23][CH:22]=1. Given the product [N:21]1[CH:26]=[CH:25][C:24]([C:27]2[CH:31]=[C:20]3[N:2]=[CH:3][CH:4]=[C:5]([CH:7]4[CH2:8][CH:9]5[N:14]([C:15]([O:17][CH2:18][CH3:19])=[O:16])[CH:12]([CH2:11][CH2:10]5)[CH2:13]4)[N:29]3[N:28]=2)=[CH:23][CH:22]=1, predict the reactants needed to synthesize it. (4) Given the product [C:18]([C:10]1[C:9]2[C:4](=[CH:5][CH:6]=[C:7]([C:11]#[N:12])[CH:8]=2)[NH:3][C:2]=1[CH3:1])(=[O:20])[CH3:19], predict the reactants needed to synthesize it. The reactants are: [CH3:1][C:2]1[NH:3][C:4]2[C:9]([CH:10]=1)=[CH:8][C:7]([C:11]#[N:12])=[CH:6][CH:5]=2.[Sn](Cl)(Cl)(Cl)Cl.[C:18](Cl)(=[O:20])[CH3:19].[OH-].[Na+]. (5) Given the product [C:1]([O:5][C:6](=[O:21])[NH:7][C:8]1[CH:13]=[CH:12][C:11]([C:14](=[O:27])[CH:15]=[CH:16][N:17]([CH3:18])[CH3:19])=[C:10]([Cl:20])[CH:9]=1)([CH3:4])([CH3:2])[CH3:3], predict the reactants needed to synthesize it. The reactants are: [C:1]([O:5][C:6](=[O:21])[NH:7][C:8]1[CH:13]=[CH:12][C:11]([C:14]#[C:15][CH2:16][N:17]([CH3:19])[CH3:18])=[C:10]([Cl:20])[CH:9]=1)([CH3:4])([CH3:3])[CH3:2].ClC1C=C(C=CC=1)C(OO)=[O:27]. (6) Given the product [O:8]=[C:9]1[N:15]([CH:16]2[CH2:17][CH2:18][N:19]([C:22]([O:24][C@H:25]([CH2:26][C:27]3[CH:32]=[C:31]([C:33]([F:35])([F:36])[F:34])[C:30]([NH2:37])=[C:29]([Cl:38])[CH:28]=3)[C:39]([N:61]3[CH2:60][CH2:59][CH:58]([N:55]4[CH2:56][CH2:57][CH:52]([O:51][CH2:50][C:49]([O:48][CH2:46][CH3:47])=[O:64])[CH2:53][CH2:54]4)[CH2:63][CH2:62]3)=[O:40])=[O:23])[CH2:20][CH2:21]2)[CH2:14][CH2:13][C:12]2[CH:42]=[CH:43][CH:44]=[CH:45][C:11]=2[NH:10]1, predict the reactants needed to synthesize it. The reactants are: C(N(CC)CC)C.[O:8]=[C:9]1[N:15]([CH:16]2[CH2:21][CH2:20][N:19]([C:22]([O:24][C@@H:25]([C:39](O)=[O:40])[CH2:26][C:27]3[CH:32]=[C:31]([C:33]([F:36])([F:35])[F:34])[C:30]([NH2:37])=[C:29]([Cl:38])[CH:28]=3)=[O:23])[CH2:18][CH2:17]2)[CH2:14][CH2:13][C:12]2[CH:42]=[CH:43][CH:44]=[CH:45][C:11]=2[NH:10]1.[CH2:46]([O:48][C:49](=[O:64])[CH2:50][O:51][CH:52]1[CH2:57][CH2:56][N:55]([CH:58]2[CH2:63][CH2:62][NH:61][CH2:60][CH2:59]2)[CH2:54][CH2:53]1)[CH3:47].CN(C(ON1N=NC2C=CC=CC1=2)=[N+](C)C)C.[B-](F)(F)(F)F.C([O-])(O)=O.[Na+]. (7) Given the product [CH2:1]([N:8]1[CH2:13][CH:12]2[C:10]([NH:14][C:18]([CH:15]3[CH2:17][CH2:16]3)=[O:19])([CH2:11]2)[CH2:9]1)[C:2]1[CH:3]=[CH:4][CH:5]=[CH:6][CH:7]=1, predict the reactants needed to synthesize it. The reactants are: [CH2:1]([N:8]1[CH2:13][CH:12]2[C:10]([NH2:14])([CH2:11]2)[CH2:9]1)[C:2]1[CH:7]=[CH:6][CH:5]=[CH:4][CH:3]=1.[CH:15]1([C:18](Cl)=[O:19])[CH2:17][CH2:16]1. (8) Given the product [OH:2][C:3]1[C:8]2[S:9][CH:10]=[CH:11][C:7]=2[C:6]([CH:12]=[O:13])=[CH:5][CH:4]=1, predict the reactants needed to synthesize it. The reactants are: C[O:2][C:3]1[C:8]2[S:9][CH:10]=[CH:11][C:7]=2[C:6]([CH:12]=[O:13])=[CH:5][CH:4]=1.CC(C)([O-])C.[K+].Cl.C(N(C(S)C)CC)C.Cl.